This data is from Reaction yield outcomes from USPTO patents with 853,638 reactions. The task is: Predict the reaction yield, written as a fraction of the theoretical maximum amount of product (1.0 means a 100% yield; for example, 0.34 means a 34% yield). The product is [CH:2]([C:3]1[CH:8]=[CH:7][C:6]([NH:9][S:10]([CH3:13])(=[O:12])=[O:11])=[CH:5][CH:4]=1)=[O:1]. The yield is 0.650. The reactants are [OH:1][CH2:2][C:3]1[CH:8]=[CH:7][C:6]([NH:9][S:10]([CH3:13])(=[O:12])=[O:11])=[CH:5][CH:4]=1. The catalyst is C1COCC1.O=[Mn]=O.